Dataset: Catalyst prediction with 721,799 reactions and 888 catalyst types from USPTO. Task: Predict which catalyst facilitates the given reaction. (1) Reactant: [CH3:1][O:2][C:3](=[O:15])[CH2:4][C:5]1[C:13]2[C:8](=[CH:9][CH:10]=[C:11]([OH:14])[CH:12]=2)[NH:7][CH:6]=1.C(=O)([O-])[O-].[Cs+].[Cs+].[C:22]([O:25][CH2:26][CH2:27]Br)(=[O:24])[CH3:23]. Product: [CH3:1][O:2][C:3](=[O:15])[CH2:4][C:5]1[C:13]2[C:8](=[CH:9][CH:10]=[C:11]([O:14][CH2:27][CH2:26][O:25][C:22](=[O:24])[CH3:23])[CH:12]=2)[NH:7][CH:6]=1. The catalyst class is: 21. (2) Reactant: [F:1][C:2]1[CH:3]=[C:4]([C:8]2[CH:16]=[CH:15][CH:14]=[C:13]3[C:9]=2[CH2:10][C:11](=[O:17])[NH:12]3)[CH:5]=[CH:6][CH:7]=1.[CH:18]([C:20]1[NH:21][C:22]([CH3:34])=[C:23]([S:30]([CH3:33])(=[O:32])=[O:31])[C:24]=1[CH2:25][CH2:26][C:27]([OH:29])=[O:28])=O.N1CCCCC1. Product: [F:1][C:2]1[CH:3]=[C:4]([C:8]2[CH:16]=[CH:15][CH:14]=[C:13]3[C:9]=2/[C:10](=[CH:18]/[C:20]2[NH:21][C:22]([CH3:34])=[C:23]([S:30]([CH3:33])(=[O:32])=[O:31])[C:24]=2[CH2:25][CH2:26][C:27]([OH:29])=[O:28])/[C:11](=[O:17])[NH:12]3)[CH:5]=[CH:6][CH:7]=1. The catalyst class is: 8.